Predict which catalyst facilitates the given reaction. From a dataset of Catalyst prediction with 721,799 reactions and 888 catalyst types from USPTO. (1) Reactant: [CH3:1][O:2][CH2:3][CH2:4][O:5][C:6]1[CH:11]=[CH:10][C:9](/[CH:12]=[CH:13]/[C:14]([O:16]CC)=[O:15])=[C:8]([O:19][CH2:20][CH:21]2[CH2:25][CH2:24][CH2:23][O:22]2)[CH:7]=1.[OH-].[Na+]. Product: [CH3:1][O:2][CH2:3][CH2:4][O:5][C:6]1[CH:11]=[CH:10][C:9](/[CH:12]=[CH:13]/[C:14]([OH:16])=[O:15])=[C:8]([O:19][CH2:20][CH:21]2[CH2:25][CH2:24][CH2:23][O:22]2)[CH:7]=1. The catalyst class is: 214. (2) Reactant: [CH3:1][O:2][C@H:3]1[CH2:8][C@@H:7]([NH:9][C:10]2[C:11]3[CH:18]=[CH:17][N:16]([C:19]([C:32]4[CH:37]=[CH:36][CH:35]=[CH:34][CH:33]=4)([C:26]4[CH:31]=[CH:30][CH:29]=[CH:28][CH:27]=4)[C:20]4[CH:25]=[CH:24][CH:23]=[CH:22][CH:21]=4)[C:12]=3[N:13]=[CH:14][N:15]=2)[CH2:6][N:5](C(OC(C)(C)C)=O)[CH2:4]1.Cl.O1CCOCC1.CCOC(C)=O. Product: [CH3:1][O:2][C@@H:3]1[CH2:4][NH:5][CH2:6][C@H:7]([NH:9][C:10]2[C:11]3[CH:18]=[CH:17][N:16]([C:19]([C:26]4[CH:31]=[CH:30][CH:29]=[CH:28][CH:27]=4)([C:20]4[CH:21]=[CH:22][CH:23]=[CH:24][CH:25]=4)[C:32]4[CH:37]=[CH:36][CH:35]=[CH:34][CH:33]=4)[C:12]=3[N:13]=[CH:14][N:15]=2)[CH2:8]1. The catalyst class is: 2. (3) Reactant: Br[C:2]1[N:10]([CH2:11][C:12]2[CH:19]=[CH:18][CH:17]=[CH:16][C:13]=2[C:14]#[N:15])[C:9]2[C:8](=[O:20])[NH:7][C:6](=[O:21])[N:5]([CH3:22])[C:4]=2[N:3]=1.C(=O)([O-])[O-].[K+].[K+].[C@@H:29]1([NH2:37])[CH2:35][CH2:34][CH2:33][CH2:32][CH2:31][C@@H:30]1[NH2:36].O. Product: [NH2:36][C@H:30]1[CH2:31][CH2:32][CH2:33][CH2:34][CH2:35][C@H:29]1[NH:37][C:2]1[N:10]([CH2:11][C:12]2[CH:19]=[CH:18][CH:17]=[CH:16][C:13]=2[C:14]#[N:15])[C:9]2[C:8](=[O:20])[NH:7][C:6](=[O:21])[N:5]([CH3:22])[C:4]=2[N:3]=1. The catalyst class is: 633. (4) Reactant: [Cl:1][C:2]1[CH:7]=[CH:6][C:5]([C@H:8]([C:21]([N:23]2[CH2:28][CH2:27][N:26]([C:29]3[C:34]([C:35]4[CH:40]=[CH:39][C:38]([F:41])=[CH:37][CH:36]=4)=[CH:33][N:32]=[C:31]4[NH:42][CH:43]=[CH:44][C:30]=34)[CH2:25][CH2:24]2)=[O:22])[CH2:9][N:10]([CH:18]([CH3:20])[CH3:19])C(=O)OC(C)(C)C)=[CH:4][CH:3]=1. Product: [Cl:1][C:2]1[CH:7]=[CH:6][C:5]([C@@H:8]([CH2:9][NH:10][CH:18]([CH3:20])[CH3:19])[C:21]([N:23]2[CH2:24][CH2:25][N:26]([C:29]3[C:34]([C:35]4[CH:40]=[CH:39][C:38]([F:41])=[CH:37][CH:36]=4)=[CH:33][N:32]=[C:31]4[NH:42][CH:43]=[CH:44][C:30]=34)[CH2:27][CH2:28]2)=[O:22])=[CH:4][CH:3]=1. The catalyst class is: 67.